From a dataset of Forward reaction prediction with 1.9M reactions from USPTO patents (1976-2016). Predict the product of the given reaction. (1) Given the reactants [CH:1]1([C:7]2[C:8]3[CH:9]=[CH:10][C:11]([C:35]([O:37][CH3:38])=[O:36])=[CH:12][C:13]=3[N:14]3[CH2:21][C:20](=O)[N:19]([CH2:23][CH2:24][N:25]4[CH2:30][CH2:29][O:28][CH2:27][CH2:26]4)[CH2:18][C:17]4[CH:31]=[CH:32][CH:33]=[CH:34][C:16]=4[C:15]=23)[CH2:6][CH2:5][CH2:4][CH2:3][CH2:2]1.CO, predict the reaction product. The product is: [CH:1]1([C:7]2[C:8]3[CH:9]=[CH:10][C:11]([C:35]([O:37][CH3:38])=[O:36])=[CH:12][C:13]=3[N:14]3[CH2:21][CH2:20][N:19]([CH2:23][CH2:24][N:25]4[CH2:26][CH2:27][O:28][CH2:29][CH2:30]4)[CH2:18][C:17]4[CH:31]=[CH:32][CH:33]=[CH:34][C:16]=4[C:15]=23)[CH2:6][CH2:5][CH2:4][CH2:3][CH2:2]1. (2) Given the reactants C[O:2][C:3]([C:5]1[CH:26]=[CH:25][C:8]([O:9][CH2:10]/[CH:11]=[CH:12]/[CH2:13][O:14][C:15]2[CH:20]=[CH:19][C:18]([C:21]([O:23]C)=[O:22])=[CH:17][CH:16]=2)=[CH:7][CH:6]=1)=[O:4].[OH-].[Na+], predict the reaction product. The product is: [OH:4][C:3]([C:5]1[CH:6]=[CH:7][C:8]([O:9][CH2:10]/[CH:11]=[CH:12]/[CH2:13][O:14][C:15]2[CH:16]=[CH:17][C:18]([C:21]([OH:23])=[O:22])=[CH:19][CH:20]=2)=[CH:25][CH:26]=1)=[O:2]. (3) Given the reactants BrN1C(=O)CCC1=O.Br[CH2:10][Br:11].[CH3:12][O:13][C:14](=[O:22])[C:15]1[CH:20]=[CH:19][CH:18]=[CH:17][C:16]=1C, predict the reaction product. The product is: [CH3:12][O:13][C:14](=[O:22])[C:15]1[CH:20]=[CH:19][CH:18]=[CH:17][C:16]=1[CH2:10][Br:11].